Dataset: Full USPTO retrosynthesis dataset with 1.9M reactions from patents (1976-2016). Task: Predict the reactants needed to synthesize the given product. (1) Given the product [Cl:1][C:2]1[CH:3]=[C:4]2[C:9](=[CH:10][C:11]=1[C:12]([N:66]1[CH2:67][CH2:68][CH2:69][CH:64]([OH:63])[CH2:65]1)=[O:13])[N:8]=[CH:7][N:6]=[C:5]2[NH:15][CH:16]([C:18]1[NH:22][C:21]2[CH:23]=[CH:24][C:25]([Cl:27])=[CH:26][C:20]=2[N:19]=1)[CH3:17], predict the reactants needed to synthesize it. The reactants are: [Cl:1][C:2]1[CH:3]=[C:4]2[C:9](=[CH:10][C:11]=1[C:12](O)=[O:13])[N:8]=[CH:7][N:6]=[C:5]2[NH:15][CH:16]([C:18]1[NH:22][C:21]2[CH:23]=[CH:24][C:25]([Cl:27])=[CH:26][C:20]=2[N:19]=1)[CH3:17].FC1C(OC(N(C)C)=[N+](C)C)=C(F)C(F)=C(F)C=1F.F[P-](F)(F)(F)(F)F.C(N(C(C)C)CC)(C)C.[OH:63][CH:64]1[CH2:69][CH2:68][CH2:67][NH:66][CH2:65]1. (2) The reactants are: [NH:1]1[CH2:4][CH2:3][C@H:2]1[C:5]([OH:7])=[O:6].[C:8](O[C:8]([O:10][C:11]([CH3:14])([CH3:13])[CH3:12])=[O:9])([O:10][C:11]([CH3:14])([CH3:13])[CH3:12])=[O:9].[OH-].[Na+]. Given the product [C:11]([O:10][C:8]([N:1]1[CH2:4][CH2:3][C@H:2]1[C:5]([OH:7])=[O:6])=[O:9])([CH3:14])([CH3:13])[CH3:12], predict the reactants needed to synthesize it. (3) Given the product [Cl:9][C:10]1[CH:15]=[C:14]([Cl:16])[CH:13]=[CH:12][C:11]=1[C:17]1[CH:18]=[C:19]([NH:25][CH2:26][CH2:27][NH:28][C:29]([O:31][C:32]([CH3:35])([CH3:34])[CH3:33])=[O:30])[CH:20]=[CH:21][C:22]=1[CH:23]([OH:24])[C:1]1[CH:6]=[CH:5][CH:4]=[CH:3][CH:2]=1, predict the reactants needed to synthesize it. The reactants are: [C:1]1([Mg]Br)[CH:6]=[CH:5][CH:4]=[CH:3][CH:2]=1.[Cl:9][C:10]1[CH:15]=[C:14]([Cl:16])[CH:13]=[CH:12][C:11]=1[CH:17]1[C:22](=[C:23]=[O:24])[CH:21]=[CH:20][C:19]([NH:25][CH2:26][CH2:27][NH:28][C:29]([O:31][C:32]([CH3:35])([CH3:34])[CH3:33])=[O:30])=[CH:18]1.[NH4+].[Cl-]. (4) Given the product [F:1][C:2]1[CH:3]=[C:4]([B:11]2[O:13][C:18]([CH3:20])([CH3:19])[C:15]([CH3:17])([CH3:16])[O:12]2)[CH:5]=[CH:6][C:7]=1[C:8]([OH:10])=[O:9], predict the reactants needed to synthesize it. The reactants are: [F:1][C:2]1[CH:3]=[C:4]([B:11]([OH:13])[OH:12])[CH:5]=[CH:6][C:7]=1[C:8]([OH:10])=[O:9].O[C:15]([C:18](O)([CH3:20])[CH3:19])([CH3:17])[CH3:16]. (5) Given the product [F:1][C:2]([F:13])([F:14])[C:3]1[CH:4]=[CH:5][C:6]([CH2:9][CH2:10][CH:11]=[O:12])=[CH:7][CH:8]=1, predict the reactants needed to synthesize it. The reactants are: [F:1][C:2]([F:14])([F:13])[C:3]1[CH:8]=[CH:7][C:6]([CH2:9][CH2:10][CH2:11][OH:12])=[CH:5][CH:4]=1.C1C=C[NH+]=CC=1.[O-][Cr](Cl)(=O)=O.CCCCCCC. (6) Given the product [CH2:22]([C:19]1[CH:20]=[CH:21][C:16]([CH2:15][C:14]2[CH:13]=[CH:12][C:11]([CH2:24][C:25]([NH2:27])=[O:26])=[CH:10][C:9]=2[OH:8])=[CH:17][CH:18]=1)[CH3:23], predict the reactants needed to synthesize it. The reactants are: C([O:8][C:9]1[CH:10]=[C:11]([CH2:24][C:25]([NH2:27])=[O:26])[CH:12]=[CH:13][C:14]=1[CH2:15][C:16]1[CH:21]=[CH:20][C:19]([CH2:22][CH3:23])=[CH:18][CH:17]=1)C1C=CC=CC=1. (7) Given the product [CH3:17][C:18]1[S:22][C:21]([C:23]2[CH:24]=[CH:25][C:26]([O:1][CH2:2][C@@H:3]3[C@@H:8]([NH:9][C:10](=[O:16])[O:11][C:12]([CH3:13])([CH3:15])[CH3:14])[CH2:7][CH2:6][CH2:5][O:4]3)=[CH:27][CH:28]=2)=[N:20][CH:19]=1, predict the reactants needed to synthesize it. The reactants are: [OH:1][CH2:2][C@@H:3]1[C@@H:8]([NH:9][C:10](=[O:16])[O:11][C:12]([CH3:15])([CH3:14])[CH3:13])[CH2:7][CH2:6][CH2:5][O:4]1.[CH3:17][C:18]1[S:22][C:21]([C:23]2[CH:28]=[CH:27][C:26](O)=[CH:25][CH:24]=2)=[N:20][CH:19]=1.P(CCCC)(CCCC)CCCC.C1CCN(C(N=NC(N2CCCCC2)=O)=O)CC1.